Dataset: Full USPTO retrosynthesis dataset with 1.9M reactions from patents (1976-2016). Task: Predict the reactants needed to synthesize the given product. Given the product [CH:9]1([S:8][C:5]2[CH:6]=[CH:7][C:2]([F:1])=[CH:3][CH:4]=2)[CH2:11][CH2:10]1, predict the reactants needed to synthesize it. The reactants are: [F:1][C:2]1[CH:7]=[CH:6][C:5]([SH:8])=[CH:4][CH:3]=1.[CH:9]1(Br)[CH2:11][CH2:10]1.C(O[Na])(C)(C)C.O.